From a dataset of Catalyst prediction with 721,799 reactions and 888 catalyst types from USPTO. Predict which catalyst facilitates the given reaction. (1) Reactant: [Cl:1][C:2]1[CH:7]=[C:6]([NH:8]CC2C=CC(OC)=CC=2)[N:5]=[C:4]([C:18]([O:20][CH3:21])=[O:19])[N:3]=1.FC(F)(F)C(O)=O.FC(F)(F)S(O)(=O)=O. Product: [NH2:8][C:6]1[CH:7]=[C:2]([Cl:1])[N:3]=[C:4]([C:18]([O:20][CH3:21])=[O:19])[N:5]=1. The catalyst class is: 389. (2) Reactant: [C:1]([N:5]1[C:9](=[O:10])[C:8](Cl)=[C:7]([C:12]2[CH:17]=[CH:16][CH:15]=[CH:14][CH:13]=2)[S:6]1(=[O:19])=[O:18])([CH3:4])([CH3:3])[CH3:2].Cl.[CH2:21]([O:28][C:29]1[CH:35]=[CH:34][C:32]([NH2:33])=[CH:31][CH:30]=1)[C:22]1[CH:27]=[CH:26][CH:25]=[CH:24][CH:23]=1. Product: [CH2:21]([O:28][C:29]1[CH:30]=[CH:31][C:32]([NH:33][C:8]2[C:9](=[O:10])[N:5]([C:1]([CH3:4])([CH3:3])[CH3:2])[S:6](=[O:19])(=[O:18])[C:7]=2[C:12]2[CH:17]=[CH:16][CH:15]=[CH:14][CH:13]=2)=[CH:34][CH:35]=1)[C:22]1[CH:23]=[CH:24][CH:25]=[CH:26][CH:27]=1. The catalyst class is: 58. (3) Reactant: C(O[C:7]([CH:9]1[CH2:14][CH:13]([NH:15][C:16]2[N:21]=[C:20]([C:22]3[C:30]4[C:25](=[CH:26][CH:27]=[CH:28][CH:29]=4)[NH:24][CH:23]=3)[C:19]([Cl:31])=[CH:18][N:17]=2)[CH2:12][N:11]([C:32]([O:34][C:35]([CH3:38])([CH3:37])[CH3:36])=[O:33])[CH2:10]1)=[O:8])(=O)C(C)C.[NH2:39][C:40]1[CH:45]=[CH:44][C:43]([NH:46][C:47](=[O:50])[CH:48]=[CH2:49])=[CH:42][CH:41]=1. Product: [C:35]([O:34][C:32]([N:11]1[CH2:12][CH:13]([NH:15][C:16]2[N:21]=[C:20]([C:22]3[C:30]4[C:25](=[CH:26][CH:27]=[CH:28][CH:29]=4)[NH:24][CH:23]=3)[C:19]([Cl:31])=[CH:18][N:17]=2)[CH2:14][CH:9]([C:7](=[O:8])[NH:39][C:40]2[CH:41]=[CH:42][C:43]([NH:46][C:47](=[O:50])[CH:48]=[CH2:49])=[CH:44][CH:45]=2)[CH2:10]1)=[O:33])([CH3:37])([CH3:36])[CH3:38]. The catalyst class is: 76. (4) Reactant: C([O:3][C:4]([C@H:6]1[CH2:11][CH2:10][C@H:9]([NH:12][C:13]2[NH:17][C:16]3[CH:18]=[CH:19][CH:20]=[CH:21][C:15]=3[N:14]=2)[CH2:8][CH2:7]1)=[O:5])C. Product: [NH:14]1[C:15]2[CH:21]=[CH:20][CH:19]=[CH:18][C:16]=2[N:17]=[C:13]1[NH:12][C@H:9]1[CH2:8][CH2:7][C@H:6]([C:4]([OH:5])=[O:3])[CH2:11][CH2:10]1. The catalyst class is: 393.